Dataset: Full USPTO retrosynthesis dataset with 1.9M reactions from patents (1976-2016). Task: Predict the reactants needed to synthesize the given product. (1) Given the product [F:1][C:2]1[C:7]([F:8])=[CH:6][CH:5]=[CH:4][C:3]=1[C@@H:9]1[CH2:19][CH2:18][C@@H:17]([OH:20])[C:12]2=[N:13][CH:14]=[CH:15][CH:16]=[C:11]2[C@H:10]1[NH:31][C:32](=[O:38])[O:33][C:34]([CH3:36])([CH3:35])[CH3:37], predict the reactants needed to synthesize it. The reactants are: [F:1][C:2]1[C:7]([F:8])=[CH:6][CH:5]=[CH:4][C:3]=1[C@@H:9]1[CH2:19][CH2:18][C@@H:17]([O:20][Si](C(C)C)(C(C)C)C(C)C)[C:12]2=[N:13][CH:14]=[CH:15][CH:16]=[C:11]2[C@H:10]1[NH:31][C:32](=[O:38])[O:33][C:34]([CH3:37])([CH3:36])[CH3:35].O1CCCC1.C(=O)(O)[O-].[Na+]. (2) The reactants are: [H-].[H-].[H-].[H-].[Li+].[Al+3].OS(O)(=O)=O.[Br:12][C:13]1[CH:14]=[C:15]([CH2:19][C:20]#[N:21])[CH:16]=[CH:17][CH:18]=1. Given the product [Br:12][C:13]1[CH:14]=[C:15]([CH2:19][CH2:20][NH2:21])[CH:16]=[CH:17][CH:18]=1, predict the reactants needed to synthesize it. (3) Given the product [N:1]1[CH:6]=[CH:5][C:4]([CH2:7][CH2:8][NH+:9]([O-:25])[C:10](=[O:16])[O:11][C:12]([CH3:13])([CH3:15])[CH3:14])=[CH:3][CH:2]=1, predict the reactants needed to synthesize it. The reactants are: [N:1]1[CH:6]=[CH:5][C:4]([CH2:7][CH2:8][NH:9][C:10](=[O:16])[O:11][C:12]([CH3:15])([CH3:14])[CH3:13])=[CH:3][CH:2]=1.ClC1C=CC=C(C(OO)=[O:25])C=1. (4) The reactants are: C[O:2][C:3]([C:5]1([CH2:11][CH2:12][NH:13][C:14]2[CH:19]=[CH:18][C:17]([Br:20])=[CH:16][C:15]=2[F:21])[CH2:10][CH2:9][CH2:8][CH2:7][CH2:6]1)=O.CC(C)([O-])C.[K+]. Given the product [Br:20][C:17]1[CH:18]=[CH:19][C:14]([N:13]2[CH2:12][CH2:11][C:5]3([CH2:10][CH2:9][CH2:8][CH2:7][CH2:6]3)[C:3]2=[O:2])=[C:15]([F:21])[CH:16]=1, predict the reactants needed to synthesize it. (5) Given the product [CH3:1][O:2][C:3]1[CH:4]=[C:5]([NH:9][CH:10]([C:28]2[CH:33]=[CH:32][CH:31]=[CH:30][CH:29]=2)[C:11]([C:13]2[C:21]3[C:16](=[CH:17][CH:18]=[CH:19][CH:20]=3)[N:15]([CH2:22][C:23]([OH:25])=[O:24])[CH:14]=2)=[O:12])[CH:6]=[CH:7][CH:8]=1, predict the reactants needed to synthesize it. The reactants are: [CH3:1][O:2][C:3]1[CH:4]=[C:5]([NH:9][CH:10]([C:28]2[CH:33]=[CH:32][CH:31]=[CH:30][CH:29]=2)[C:11]([C:13]2[C:21]3[C:16](=[CH:17][CH:18]=[CH:19][CH:20]=3)[N:15]([CH2:22][C:23]([O:25]CC)=[O:24])[CH:14]=2)=[O:12])[CH:6]=[CH:7][CH:8]=1.[OH-].[Na+]. (6) Given the product [CH2:1]([N:7]1[C:11]2[CH:12]=[C:13]([CH:35]=[O:36])[S:14][C:10]=2[C:9]2[S:15][C:16]([CH:23]=[O:24])=[CH:17][C:8]1=2)[CH2:2][CH2:3][CH2:4][CH2:5][CH3:6], predict the reactants needed to synthesize it. The reactants are: [CH2:1]([N:7]1[C:11]2[CH:12]=[CH:13][S:14][C:10]=2[C:9]2[S:15][CH:16]=[CH:17][C:8]1=2)[CH2:2][CH2:3][CH2:4][CH2:5][CH3:6].[Li]CCCC.[CH:23](N1CCCCC1)=[O:24].[NH4+].[Cl-].C1C[O:36][CH2:35]C1. (7) Given the product [CH2:11]([O:14][C:15]1[CH:16]=[C:17]([CH:20]=[CH:21][C:22]=1[O:23][CH2:24][C:25]1[CH:30]=[CH:29][CH:28]=[CH:27][CH:26]=1)[CH2:18][NH:10][C:3]1[C:2]([Cl:1])=[C:7]([CH3:8])[N:6]=[C:5]([CH3:9])[N:4]=1)[CH:12]=[CH2:13], predict the reactants needed to synthesize it. The reactants are: [Cl:1][C:2]1[C:3]([NH2:10])=[N:4][C:5]([CH3:9])=[N:6][C:7]=1[CH3:8].[CH2:11]([O:14][C:15]1[CH:16]=[C:17]([CH:20]=[CH:21][C:22]=1[O:23][CH2:24][C:25]1[CH:30]=[CH:29][CH:28]=[CH:27][CH:26]=1)[CH2:18]Cl)[CH:12]=[CH2:13].CC([O-])(C)C.[K+].O. (8) Given the product [Si:7]([O:1][CH:2]([CH3:3])[CH2:29][CH2:28][NH2:27])([C:20]([CH3:23])([CH3:22])[CH3:21])([C:14]1[CH:19]=[CH:18][CH:17]=[CH:16][CH:15]=1)[C:8]1[CH:13]=[CH:12][CH:11]=[CH:10][CH:9]=1, predict the reactants needed to synthesize it. The reactants are: [OH:1][CH:2](CC)[CH2:3]N.[Si:7](Cl)([C:20]([CH3:23])([CH3:22])[CH3:21])([C:14]1[CH:19]=[CH:18][CH:17]=[CH:16][CH:15]=1)[C:8]1[CH:13]=[CH:12][CH:11]=[CH:10][CH:9]=1.N1[CH:29]=[CH:28][N:27]=C1. (9) Given the product [CH3:1][O:2][C:3]1[CH:4]=[CH:5][C:6]([CH2:7][O:8][C@H:9]([C@@H:11]([C@@H:12]([O:15][CH2:23][CH2:24][CH3:25])[CH:13]=[CH2:14])[CH2:16][CH2:17][CH:18]([CH3:19])[CH3:20])[CH3:10])=[CH:21][CH:22]=1, predict the reactants needed to synthesize it. The reactants are: [CH3:1][O:2][C:3]1[CH:22]=[CH:21][C:6]([CH2:7][O:8][C@H:9]([C@H:11]([CH2:16][CH2:17][CH:18]([CH3:20])[CH3:19])[C@@H:12]([OH:15])[CH:13]=[CH2:14])[CH3:10])=[CH:5][CH:4]=1.[CH3:23][C:24]([O-])(C)[CH3:25].[K+].CC1C=CC(S(OCCC)(=O)=O)=CC=1.